This data is from Full USPTO retrosynthesis dataset with 1.9M reactions from patents (1976-2016). The task is: Predict the reactants needed to synthesize the given product. (1) Given the product [CH3:17][C:4]1([CH3:3])[CH2:9][CH2:8][CH2:7][CH:6]([CH:10]([O:12][CH2:13][CH2:14][OH:15])[CH3:11])[CH2:5]1, predict the reactants needed to synthesize it. The reactants are: [BH4-].[Na+].[CH3:3][C:4]1([CH3:17])[CH2:9][CH2:8][CH2:7][CH:6]([CH:10]([O:12][CH2:13][C:14](O)=[O:15])[CH3:11])[CH2:5]1. (2) Given the product [CH3:22][CH:21]([C:23]([C@:25]12[C@@:35]([CH2:37][CH2:38][CH:39]=[C:40]([CH3:41])[CH3:42])([CH3:36])[C@@H:34]([CH2:43][CH:44]=[C:45]([CH3:46])[CH3:47])[CH2:33][C@@:30]([CH2:48][CH:49]=[C:50]([CH3:52])[CH3:51])([C:31]1=[O:32])[C:29]([O:53][C:2]([CH3:1])=[O:3])=[C:28]([CH2:54][CH:55]=[C:56]([CH3:58])[CH3:57])[C:26]2=[O:27])=[O:24])[CH3:20], predict the reactants needed to synthesize it. The reactants are: [CH3:1][C:2](OC(C)=O)=[O:3].CCCCCC.CCOC(C)=O.[CH3:20][CH:21]([C:23]([C@@:25]12[C@@:35]([CH2:37][CH2:38][CH:39]=[C:40]([CH3:42])[CH3:41])([CH3:36])[C@@H:34]([CH2:43][CH:44]=[C:45]([CH3:47])[CH3:46])[CH2:33][C@@:30]([CH2:48][CH:49]=[C:50]([CH3:52])[CH3:51])([C:31]1=[O:32])[C:29]([OH:53])=[C:28]([CH2:54][CH:55]=[C:56]([CH3:58])[CH3:57])[C:26]2=[O:27])=[O:24])[CH3:22].C([O-])(=O)C. (3) Given the product [Cl:1][C:2]1[CH:10]=[C:9]2[C:5]([CH:6]=[C:7]([C:11](=[O:29])[NH:12][CH:13]([C:18]3[CH:23]=[CH:22][C:21]([F:24])=[C:20]([C:25]([F:26])([F:27])[F:28])[CH:19]=3)[C:14]([F:16])([F:15])[F:17])[N:8]2[CH2:38][CH3:39])=[CH:4][C:3]=1[C:30]([O:32][CH2:33][CH3:34])=[O:31], predict the reactants needed to synthesize it. The reactants are: [Cl:1][C:2]1[CH:10]=[C:9]2[C:5]([CH:6]=[C:7]([C:11](=[O:29])[NH:12][CH:13]([C:18]3[CH:23]=[CH:22][C:21]([F:24])=[C:20]([C:25]([F:28])([F:27])[F:26])[CH:19]=3)[C:14]([F:17])([F:16])[F:15])[NH:8]2)=[CH:4][C:3]=1[C:30]([O:32][CH2:33][CH3:34])=[O:31].[H-].[Na+].I[CH2:38][CH3:39].O. (4) Given the product [CH:1]1([C@@H:4]([C:11]2[CH:16]=[CH:15][CH:14]=[C:13]([O:17][CH2:18][C:19]3[CH:24]=[N:23][C:22]([C:35]4[CH:36]=[C:37]([O:40][CH3:41])[CH:38]=[CH:39][C:34]=4[F:33])=[C:21]([C:26]4[C:30]([CH3:32])([CH3:31])[CH2:29][CH2:28][CH:27]=4)[N:20]=3)[CH:12]=2)[CH2:5][C:6]([O:8][CH2:9][CH3:10])=[O:7])[CH2:3][CH2:2]1, predict the reactants needed to synthesize it. The reactants are: [CH:1]1([C@@H:4]([C:11]2[CH:16]=[CH:15][CH:14]=[C:13]([O:17][CH2:18][C:19]3[CH:24]=[N:23][C:22](I)=[C:21]([C:26]4[C:30]([CH3:32])([CH3:31])[CH2:29][CH2:28][CH:27]=4)[N:20]=3)[CH:12]=2)[CH2:5][C:6]([O:8][CH2:9][CH3:10])=[O:7])[CH2:3][CH2:2]1.[F:33][C:34]1[CH:39]=[CH:38][C:37]([O:40][CH3:41])=[CH:36][C:35]=1B(O)O. (5) Given the product [C:1]([O:5][C:6]([N:8]1[CH2:13][CH2:12][CH:11]([O:14][C:17]2[C:18]([Cl:25])=[CH:19][C:20]([N+:22]([O-:24])=[O:23])=[CH:21][C:16]=2[Cl:15])[CH2:10][CH2:9]1)=[O:7])([CH3:4])([CH3:2])[CH3:3], predict the reactants needed to synthesize it. The reactants are: [C:1]([O:5][C:6]([N:8]1[CH2:13][CH2:12][CH:11]([OH:14])[CH2:10][CH2:9]1)=[O:7])([CH3:4])([CH3:3])[CH3:2].[Cl:15][C:16]1[CH:21]=[C:20]([N+:22]([O-:24])=[O:23])[CH:19]=[C:18]([Cl:25])[C:17]=1O.C1(P(C2C=CC=CC=2)C2C=CC=CC=2)C=CC=CC=1.N(C(OCC)=O)=NC(OCC)=O. (6) Given the product [C:4]([CH:5]([CH2:13][C:14](=[O:15])[C:16]1[CH:21]=[CH:20][CH:19]=[CH:18][C:17]=1[O:22][C:23]1[CH:28]=[CH:27][CH:26]=[CH:25][CH:24]=1)[C:6]([O:8][CH2:9][CH3:10])=[O:7])(=[O:3])[CH3:11], predict the reactants needed to synthesize it. The reactants are: [H-].[Na+].[O:3]=[C:4]([CH3:11])[CH2:5][C:6]([O:8][CH2:9][CH3:10])=[O:7].Br[CH2:13][C:14]([C:16]1[CH:21]=[CH:20][CH:19]=[CH:18][C:17]=1[O:22][C:23]1[CH:28]=[CH:27][CH:26]=[CH:25][CH:24]=1)=[O:15]. (7) Given the product [F:1][C:2]([F:34])([F:33])[C:3]1[CH:4]=[C:5]([CH:26]=[C:27]([C:29]([F:32])([F:31])[F:30])[CH:28]=1)[CH2:6][N:7]([CH2:14][C:15]1[CH:20]=[C:19]([C:21]([F:24])([F:23])[F:22])[CH:18]=[CH:17][C:16]=1[CH:42]([OH:43])[CH:44]1[CH2:49][CH2:48][N:47]([C:50]([O:52][C:53]([CH3:55])([CH3:54])[CH3:56])=[O:51])[CH2:46][CH2:45]1)[C:8]1[N:9]=[N:10][N:11]([CH3:13])[N:12]=1, predict the reactants needed to synthesize it. The reactants are: [F:1][C:2]([F:34])([F:33])[C:3]1[CH:4]=[C:5]([CH:26]=[C:27]([C:29]([F:32])([F:31])[F:30])[CH:28]=1)[CH2:6][N:7]([CH2:14][C:15]1[CH:20]=[C:19]([C:21]([F:24])([F:23])[F:22])[CH:18]=[CH:17][C:16]=1Br)[C:8]1[N:9]=[N:10][N:11]([CH3:13])[N:12]=1.C([Mg]Cl)(C)C.[Li+].[Cl-].[CH:42]([CH:44]1[CH2:49][CH2:48][N:47]([C:50]([O:52][C:53]([CH3:56])([CH3:55])[CH3:54])=[O:51])[CH2:46][CH2:45]1)=[O:43].